Task: Predict which catalyst facilitates the given reaction.. Dataset: Catalyst prediction with 721,799 reactions and 888 catalyst types from USPTO Reactant: [CH2:1]([C:5]1[O:6][C:7]2[CH:41]=[CH:40][CH:39]=[CH:38][C:8]=2[C:9]=1[C:10]1[O:11][C:12]([C:15]2[CH:16]=[C:17]3[C:22](=[CH:23][CH:24]=2)[CH:21]=[C:20]([O:25][CH:26]([CH2:31][C:32]2[CH:37]=[CH:36][CH:35]=[CH:34][CH:33]=2)[C:27]([O:29]C)=[O:28])[CH:19]=[CH:18]3)=[CH:13][N:14]=1)[CH2:2][CH2:3][CH3:4].[OH-].[Na+].Cl. Product: [CH2:1]([C:5]1[O:6][C:7]2[CH:41]=[CH:40][CH:39]=[CH:38][C:8]=2[C:9]=1[C:10]1[O:11][C:12]([C:15]2[CH:16]=[C:17]3[C:22](=[CH:23][CH:24]=2)[CH:21]=[C:20]([O:25][CH:26]([CH2:31][C:32]2[CH:33]=[CH:34][CH:35]=[CH:36][CH:37]=2)[C:27]([OH:29])=[O:28])[CH:19]=[CH:18]3)=[CH:13][N:14]=1)[CH2:2][CH2:3][CH3:4]. The catalyst class is: 1.